Dataset: Catalyst prediction with 721,799 reactions and 888 catalyst types from USPTO. Task: Predict which catalyst facilitates the given reaction. (1) Reactant: O[CH:2]([C:13]1[C:21]2[C:16](=[CH:17][C:18]([O:22][CH3:23])=[CH:19][CH:20]=2)[NH:15][C:14]=1[C:24]1[CH:25]=[N:26][CH:27]=[N:28][CH:29]=1)[C:3]1[N:8]=[C:7]([C:9]([O:11][CH3:12])=[O:10])[CH:6]=[CH:5][CH:4]=1.C([SiH](CC)CC)C.FC(F)(F)C(O)=O. Product: [CH3:23][O:22][C:18]1[CH:17]=[C:16]2[C:21]([C:13]([CH2:2][C:3]3[N:8]=[C:7]([C:9]([O:11][CH3:12])=[O:10])[CH:6]=[CH:5][CH:4]=3)=[C:14]([C:24]3[CH:25]=[N:26][CH:27]=[N:28][CH:29]=3)[NH:15]2)=[CH:20][CH:19]=1. The catalyst class is: 96. (2) Reactant: [N+:1]([C:4]1[CH:13]=[C:12]2[C:7]([CH2:8][CH2:9][N:10]([C:14]([O:16][C:17]([CH3:20])([CH3:19])[CH3:18])=[O:15])[CH2:11]2)=[CH:6][CH:5]=1)([O-])=O. Product: [NH2:1][C:4]1[CH:13]=[C:12]2[C:7]([CH2:8][CH2:9][N:10]([C:14]([O:16][C:17]([CH3:20])([CH3:19])[CH3:18])=[O:15])[CH2:11]2)=[CH:6][CH:5]=1. The catalyst class is: 29. (3) Reactant: [NH2:1][C:2]1[CH:9]=[C:8]([F:10])[C:5]([C:6]#[N:7])=[C:4](F)[CH:3]=1.C([NH:15][OH:16])(=O)C.C([O-])([O-])=O.[K+].[K+]. Product: [F:10][C:8]1[C:5]2[C:6]([NH2:7])=[N:15][O:16][C:4]=2[CH:3]=[C:2]([NH2:1])[CH:9]=1. The catalyst class is: 18. (4) Reactant: C(N(C(C)C)CC)(C)C.[NH2:10][CH2:11][CH2:12][CH2:13][CH2:14][NH:15][C:16]([NH:18][C:19]1[NH:20][C:21]([CH3:26])=[CH:22][C:23](=[O:25])[N:24]=1)=[O:17].[N:27]1[C:34]([Cl:35])=[N:33][C:31](Cl)=[N:30][C:28]=1[Cl:29]. Product: [Cl:29][C:28]1[N:27]=[C:34]([Cl:35])[N:33]=[C:31]([NH:10][CH2:11][CH2:12][CH2:13][CH2:14][NH:15][C:16]([NH:18][C:19]2[NH:20][C:21]([CH3:26])=[CH:22][C:23](=[O:25])[N:24]=2)=[O:17])[N:30]=1. The catalyst class is: 10.